Dataset: NCI-60 drug combinations with 297,098 pairs across 59 cell lines. Task: Regression. Given two drug SMILES strings and cell line genomic features, predict the synergy score measuring deviation from expected non-interaction effect. (1) Drug 1: CN(C)N=NC1=C(NC=N1)C(=O)N. Drug 2: CN1C2=C(C=C(C=C2)N(CCCl)CCCl)N=C1CCCC(=O)O.Cl. Cell line: NCI-H460. Synergy scores: CSS=14.8, Synergy_ZIP=-2.20, Synergy_Bliss=3.61, Synergy_Loewe=-5.12, Synergy_HSA=2.87. (2) Drug 1: CCCS(=O)(=O)NC1=C(C(=C(C=C1)F)C(=O)C2=CNC3=C2C=C(C=N3)C4=CC=C(C=C4)Cl)F. Drug 2: CC1CCCC2(C(O2)CC(NC(=O)CC(C(C(=O)C(C1O)C)(C)C)O)C(=CC3=CSC(=N3)C)C)C. Cell line: MCF7. Synergy scores: CSS=5.79, Synergy_ZIP=1.54, Synergy_Bliss=8.34, Synergy_Loewe=3.64, Synergy_HSA=7.06. (3) Drug 1: CC1OCC2C(O1)C(C(C(O2)OC3C4COC(=O)C4C(C5=CC6=C(C=C35)OCO6)C7=CC(=C(C(=C7)OC)O)OC)O)O. Drug 2: C(CC(=O)O)C(=O)CN.Cl. Cell line: PC-3. Synergy scores: CSS=27.2, Synergy_ZIP=-8.18, Synergy_Bliss=-2.91, Synergy_Loewe=-1.57, Synergy_HSA=0.507.